Dataset: Forward reaction prediction with 1.9M reactions from USPTO patents (1976-2016). Task: Predict the product of the given reaction. (1) The product is: [Br:1][C:2]1[C:3]([NH:9][C:10]2[CH:24]=[CH:23][C:13]([C:14]([C:16]3[CH:21]=[CH:20][CH:19]=[CH:18][C:17]=3[CH3:22])=[O:15])=[C:12]([Cl:25])[CH:11]=2)=[N:4][CH:5]=[CH:6][CH:7]=1. Given the reactants [Br:1][C:2]1[C:3](Cl)=[N:4][CH:5]=[CH:6][CH:7]=1.[NH2:9][C:10]1[CH:24]=[CH:23][C:13]([C:14]([C:16]2[CH:21]=[CH:20][CH:19]=[CH:18][C:17]=2[CH3:22])=[O:15])=[C:12]([Cl:25])[CH:11]=1.C(O[Na])(C)(C)C, predict the reaction product. (2) Given the reactants [Br:1][C:2]1[C:7]([O:8][CH3:9])=[C:6]([OH:10])[C:5]([Br:11])=[CH:4][C:3]=1[CH2:12][C:13]([CH3:18])([CH3:17])[CH2:14][CH:15]=[O:16].[OH-].[Na+].[CH2:21]([OH:23])[CH3:22], predict the reaction product. The product is: [Br:1][C:2]1[C:7]([O:8][CH3:9])=[C:6]([OH:10])[C:5]([Br:11])=[CH:4][C:3]=1[CH2:12][C:13]([CH3:18])([CH3:17])[CH2:14][C:15]([O:23][CH2:21][CH3:22])=[O:16]. (3) Given the reactants [NH:1]1[CH2:5][CH2:4][C@@H:3]([NH:6][C:7]2[C:12]([C:13]3[N:14]=[C:15]4[CH:21]=[CH:20][N:19]([CH2:22][O:23][CH2:24][CH2:25][Si:26]([CH3:29])([CH3:28])[CH3:27])[C:16]4=[N:17][CH:18]=3)=[CH:11][CH:10]=[CH:9][N:8]=2)[CH2:2]1.[C:30](Cl)(=[O:33])[CH2:31][CH3:32], predict the reaction product. The product is: [CH3:27][Si:26]([CH3:29])([CH3:28])[CH2:25][CH2:24][O:23][CH2:22][N:19]1[C:16]2=[N:17][CH:18]=[C:13]([C:12]3[C:7]([NH:6][C@@H:3]4[CH2:4][CH2:5][N:1]([C:30](=[O:33])[CH2:31][CH3:32])[CH2:2]4)=[N:8][CH:9]=[CH:10][CH:11]=3)[N:14]=[C:15]2[CH:21]=[CH:20]1. (4) Given the reactants C(Cl)(=O)C(Cl)=O.Cl.[CH3:8][N:9]1[CH2:14][CH2:13][CH:12]([C:15]([OH:17])=O)[CH2:11][CH2:10]1.[NH:18]1[CH2:22][CH2:21][CH2:20][CH2:19]1.C(N(CC)CC)C.[OH-].[Na+], predict the reaction product. The product is: [CH3:8][N:9]1[CH2:10][CH2:11][CH:12]([C:15]([N:18]2[CH2:22][CH2:21][CH2:20][CH2:19]2)=[O:17])[CH2:13][CH2:14]1. (5) Given the reactants Cl[C:2]1[CH:7]=[CH:6][C:5]([C:8]([N:14]2[C:22]3[C:17](=[C:18]([NH:23][S:24]([CH3:27])(=[O:26])=[O:25])[CH:19]=[CH:20][CH:21]=3)[CH:16]=[N:15]2)([CH2:12][CH3:13])[CH:9]([OH:11])[CH3:10])=[CH:4][CH:3]=1.C[C:29]([N:31](C)C)=O, predict the reaction product. The product is: [C:29]([C:2]1[CH:7]=[CH:6][C:5]([C:8]([N:14]2[C:22]3[C:17](=[C:18]([NH:23][S:24]([CH3:27])(=[O:26])=[O:25])[CH:19]=[CH:20][CH:21]=3)[CH:16]=[N:15]2)([CH2:12][CH3:13])[CH:9]([OH:11])[CH3:10])=[CH:4][CH:3]=1)#[N:31]. (6) Given the reactants [Cl:1][C:2]1[CH:3]=[C:4]([CH:25]=[CH:26][C:27]=1[O:28][CH3:29])[CH2:5][NH:6][C:7]1[C:12]([C:13]([O:15]CC)=[O:14])=[CH:11][N:10]=[C:9]([N:18]2[CH2:24][CH2:23][C:20]3([CH2:22][CH2:21]3)[CH2:19]2)[N:8]=1.[OH-].[Na+], predict the reaction product. The product is: [Cl:1][C:2]1[CH:3]=[C:4]([CH:25]=[CH:26][C:27]=1[O:28][CH3:29])[CH2:5][NH:6][C:7]1[C:12]([C:13]([OH:15])=[O:14])=[CH:11][N:10]=[C:9]([N:18]2[CH2:24][CH2:23][C:20]3([CH2:21][CH2:22]3)[CH2:19]2)[N:8]=1.